Dataset: Forward reaction prediction with 1.9M reactions from USPTO patents (1976-2016). Task: Predict the product of the given reaction. (1) The product is: [CH2:1]([O:5][C:6]1[CH:11]=[C:10]([O:12][CH2:13][C:14]([Cl:17])([CH3:16])[CH3:15])[N:9]=[CH:8][N:7]=1)[C:2]#[C:3][CH3:4]. Given the reactants [CH2:1]([O:5][C:6]1[CH:11]=[C:10]([O:12][CH2:13][C:14]([CH3:16])=[CH2:15])[N:9]=[CH:8][N:7]=1)[C:2]#[C:3][CH3:4].[ClH:17].O, predict the reaction product. (2) Given the reactants [BH4-].[Na+].[F:3][C:4]1[CH:16]=[C:15]([CH3:17])[CH:14]=[CH:13][C:5]=1[C:6]([CH:8]1[CH2:10][CH:9]1[C:11]#[N:12])=[O:7].[Cl-].[NH4+], predict the reaction product. The product is: [F:3][C:4]1[CH:16]=[C:15]([CH3:17])[CH:14]=[CH:13][C:5]=1[CH:6]([OH:7])[CH:8]1[CH2:10][CH:9]1[C:11]#[N:12]. (3) Given the reactants [O:1]=[C:2]1[NH:7][C:6]([NH:8][C:9]2[CH:14]=[CH:13][C:12]([N:15]3[CH2:20][CH2:19][CH2:18][CH2:17][CH2:16]3)=[CH:11][CH:10]=2)=[N:5][CH:4]=[C:3]1[C:21]([O:23]CC)=[O:22].[OH-].[Na+], predict the reaction product. The product is: [O:1]=[C:2]1[NH:7][C:6]([NH:8][C:9]2[CH:14]=[CH:13][C:12]([N:15]3[CH2:16][CH2:17][CH2:18][CH2:19][CH2:20]3)=[CH:11][CH:10]=2)=[N:5][CH:4]=[C:3]1[C:21]([OH:23])=[O:22]. (4) Given the reactants [N:1]12[CH2:8][CH2:7][CH:4]([CH2:5][CH2:6]1)[CH:3]([O:9][C:10]1[CH:27]=[CH:26][C:13]3[N:14]4[CH2:20][N:18]([CH2:19][C:12]=3[CH:11]=1)[C:17]1[CH:21]=[CH:22][C:23](I)=[CH:24][C:16]=1[CH2:15]4)[CH2:2]2, predict the reaction product. The product is: [N:1]12[CH2:6][CH2:5][CH:4]([CH2:7][CH2:8]1)[CH:3]([O:9][C:10]1[CH:27]=[CH:26][C:13]3[N:14]4[CH2:20][N:18]([CH2:19][C:12]=3[CH:11]=1)[C:17]1[CH:21]=[CH:22][CH:23]=[CH:24][C:16]=1[CH2:15]4)[CH2:2]2. (5) Given the reactants C([O:8][N:9]([CH:21]=[O:22])[CH2:10][C@@H:11]([CH2:15][CH:16]1[CH2:20][CH2:19][CH2:18][CH2:17]1)[C:12]([OH:14])=O)C1C=CC=CC=1.Cl.C(OC(=O)[NH:33][C:34]1([CH2:48][C:49]2[CH:54]=[CH:53][C:52]([F:55])=[CH:51][CH:50]=2)[CH2:39][CH2:38][N:37]([C:40](=[O:47])[C@@H:41]([NH2:46])[C:42]([CH3:45])([CH3:44])[CH3:43])[CH2:36][CH2:35]1)C1C=CC=CC=1, predict the reaction product. The product is: [NH2:33][C:34]1([CH2:48][C:49]2[CH:50]=[CH:51][C:52]([F:55])=[CH:53][CH:54]=2)[CH2:39][CH2:38][N:37]([C:40]([C@@H:41]([NH:46][C:12](=[O:14])[C@H:11]([CH2:15][CH:16]2[CH2:17][CH2:18][CH2:19][CH2:20]2)[CH2:10][N:9]([CH:21]=[O:22])[OH:8])[C:42]([CH3:44])([CH3:45])[CH3:43])=[O:47])[CH2:36][CH2:35]1. (6) Given the reactants [CH3:1][O:2][C:3](=[O:21])[CH2:4][O:5][C:6]1[CH:11]=[CH:10][C:9]([NH:12][C:13]([O:15][C:16]([CH3:19])([CH3:18])[CH3:17])=[O:14])=[CH:8][C:7]=1[CH3:20].[H-].[Na+].[CH3:24]I.OS([O-])(=O)=O.[K+], predict the reaction product. The product is: [CH3:1][O:2][C:3](=[O:21])[CH2:4][O:5][C:6]1[CH:11]=[CH:10][C:9]([N:12]([C:13]([O:15][C:16]([CH3:17])([CH3:18])[CH3:19])=[O:14])[CH3:24])=[CH:8][C:7]=1[CH3:20]. (7) The product is: [CH3:29][O:27][N:26]=[CH:16][C:15]1[C:14]2[C:9](=[CH:10][CH:11]=[CH:12][CH:13]=2)[N:8]([C:18]2[CH:23]=[CH:22][C:21]([OH:24])=[CH:20][CH:19]=2)[C:7]=1[C:6]1[C:2]([CH3:1])=[N:3][O:4][C:5]=1[CH3:25]. Given the reactants [CH3:1][C:2]1[C:6]([C:7]2[N:8]([C:18]3[CH:23]=[CH:22][C:21]([OH:24])=[CH:20][CH:19]=3)[C:9]3[C:14]([C:15]=2[CH:16]=O)=[CH:13][CH:12]=[CH:11][CH:10]=3)=[C:5]([CH3:25])[O:4][N:3]=1.[NH2:26][OH:27].N1C=CC=C[CH:29]=1, predict the reaction product. (8) Given the reactants [CH3:1][O:2][C:3]1[CH:8]=[CH:7][C:6]([S:9]([N:12]2[CH2:17][CH2:16][CH:15]([C:18](=[S:20])[NH2:19])[CH2:14][CH2:13]2)(=[O:11])=[O:10])=[CH:5][CH:4]=1.C([O-])(O)=O.[Na+].[F:26][C:27]1[CH:36]=[CH:35][C:30]([C:31](=O)[CH2:32]Br)=[CH:29][CH:28]=1.CCCCCC.CCOC(C)=O, predict the reaction product. The product is: [F:26][C:27]1[CH:36]=[CH:35][C:30]([C:31]2[N:19]=[C:18]([CH:15]3[CH2:14][CH2:13][N:12]([S:9]([C:6]4[CH:7]=[CH:8][C:3]([O:2][CH3:1])=[CH:4][CH:5]=4)(=[O:11])=[O:10])[CH2:17][CH2:16]3)[S:20][CH:32]=2)=[CH:29][CH:28]=1. (9) Given the reactants [CH3:1][C:2]1[CH:10]=[C:9]([CH:11]=[CH2:12])[C:8]2[N:7]([S:13]([C:16]3[CH:22]=[CH:21][C:19]([CH3:20])=[CH:18][CH:17]=3)(=[O:15])=[O:14])[CH:6]=[CH:5][C:4]=2[C:3]=1[CH:23]=O.C1C=CC(P(C2C=CC=CC=2)C2C=CC=CC=2)=CC=1.[C:44](Br)(Br)([Br:46])[Br:45], predict the reaction product. The product is: [Br:45][C:44]([Br:46])=[CH:23][C:3]1[C:2]([CH3:1])=[CH:10][C:9]([CH:11]=[CH2:12])=[C:8]2[C:4]=1[CH:5]=[CH:6][N:7]2[S:13]([C:16]1[CH:22]=[CH:21][C:19]([CH3:20])=[CH:18][CH:17]=1)(=[O:14])=[O:15]. (10) Given the reactants [CH3:1][O-].[Na+].[I:4][C:5]1[CH:11]=[CH:10][C:8]([NH2:9])=[C:7]([CH3:12])[C:6]=1[CH3:13].C=O.[BH4-].[Na+].[OH-].[Na+], predict the reaction product. The product is: [I:4][C:5]1[CH:11]=[CH:10][C:8]([NH:9][CH3:1])=[C:7]([CH3:12])[C:6]=1[CH3:13].